Dataset: Catalyst prediction with 721,799 reactions and 888 catalyst types from USPTO. Task: Predict which catalyst facilitates the given reaction. Reactant: [C:1]1([S:7]([N:10]2[C:18]3[CH:17]=[C:16]([Sn](C)(C)C)[CH:15]=[C:14]([NH2:23])[C:13]=3[CH:12]=[N:11]2)(=[O:9])=[O:8])[CH:6]=[CH:5][CH:4]=[CH:3][CH:2]=1.Br[C:25]1[CH:30]=[CH:29][N:28]=[C:27]2[N:31]([S:35]([C:38]3[CH:43]=[CH:42][CH:41]=[CH:40][CH:39]=3)(=[O:37])=[O:36])[C:32]([CH3:34])=[CH:33][C:26]=12. Product: [CH3:34][C:32]1[N:31]([S:35]([C:38]2[CH:43]=[CH:42][CH:41]=[CH:40][CH:39]=2)(=[O:36])=[O:37])[C:27]2=[N:28][CH:29]=[CH:30][C:25]([C:16]3[CH:15]=[C:14]([NH2:23])[C:13]4[CH:12]=[N:11][N:10]([S:7]([C:1]5[CH:6]=[CH:5][CH:4]=[CH:3][CH:2]=5)(=[O:9])=[O:8])[C:18]=4[CH:17]=3)=[C:26]2[CH:33]=1. The catalyst class is: 455.